Predict the product of the given reaction. From a dataset of Forward reaction prediction with 1.9M reactions from USPTO patents (1976-2016). (1) Given the reactants [Cl:1][C:2]1[C:3]([NH:9][S:10]([C:13]2[CH:22]=[CH:21][C:16]([C:17]([O:19][CH3:20])=[O:18])=[CH:15][CH:14]=2)(=[O:12])=[O:11])=[N:4][CH:5]=[C:6]([Cl:8])[CH:7]=1.Br[CH2:24][C:25]1[CH:30]=[CH:29][CH:28]=[CH:27][CH:26]=1, predict the reaction product. The product is: [CH2:24]([N:9]([C:3]1[C:2]([Cl:1])=[CH:7][C:6]([Cl:8])=[CH:5][N:4]=1)[S:10]([C:13]1[CH:14]=[CH:15][C:16]([C:17]([O:19][CH3:20])=[O:18])=[CH:21][CH:22]=1)(=[O:12])=[O:11])[C:25]1[CH:30]=[CH:29][CH:28]=[CH:27][CH:26]=1. (2) Given the reactants FC(F)(F)C(O)=O.[Cl:8][C:9]1[CH:14]=[C:13]2[NH:15][C:16](=[O:38])[C:17]3([CH:21]([C:22]4[CH:27]=[CH:26][CH:25]=[C:24]([Cl:28])[C:23]=4[F:29])[CH:20]([C:30]([OH:32])=O)[NH:19][CH:18]3[CH2:33][C:34]([CH3:37])([CH3:36])[CH3:35])[C:12]2=[CH:11][CH:10]=1.C(N(C(C)C)CC)(C)C.C1(P(Cl)(C2C=CC=CC=2)=O)C=CC=CC=1.[CH3:63][O:64][C:65]([C:67]1[S:71][C:70]2[CH:72]=[CH:73][C:74]([NH2:76])=[CH:75][C:69]=2[CH:68]=1)=[O:66], predict the reaction product. The product is: [CH3:63][O:64][C:65]([C:67]1[S:71][C:70]2[CH:72]=[CH:73][C:74]([NH:76][C:30]([C@@H:20]3[NH:19][C@@H:18]([CH2:33][C:34]([CH3:36])([CH3:35])[CH3:37])[C@:17]4([C:12]5[C:13](=[CH:14][C:9]([Cl:8])=[CH:10][CH:11]=5)[NH:15][C:16]4=[O:38])[C@H:21]3[C:22]3[CH:27]=[CH:26][CH:25]=[C:24]([Cl:28])[C:23]=3[F:29])=[O:32])=[CH:75][C:69]=2[CH:68]=1)=[O:66]. (3) The product is: [CH3:53][O:52][C:50](=[O:51])[NH:49][CH:45]([C:44]([N:40]1[CH2:41][CH2:42][CH2:43][CH:39]1[C:36]1[NH:35][C:34]([C:29]2[CH:28]=[CH:27][C:26]3[C:31](=[CH:32][CH:33]=[C:24]([C:21]4[CH:22]=[CH:23][C:18]([C:15]5[NH:14][C:13]([CH:9]6[CH2:10][CH2:11][CH2:12][N:8]6[C:62](=[O:63])[CH:61]([NH:60][C:58]([O:57][CH3:56])=[O:59])[C:65]6[CH:70]=[CH:69][CH:68]=[CH:67][N:66]=6)=[N:17][CH:16]=5)=[CH:19][CH:20]=4)[CH:25]=3)[CH:30]=2)=[CH:38][N:37]=1)=[O:54])[CH:46]([CH3:47])[CH3:48]. Given the reactants C(OC([N:8]1[CH2:12][CH2:11][CH2:10][CH:9]1[C:13]1[NH:14][C:15]([C:18]2[CH:23]=[CH:22][C:21]([C:24]3[CH:33]=[CH:32][C:31]4[C:26](=[CH:27][CH:28]=[C:29]([C:34]5[NH:35][C:36]([CH:39]6[CH2:43][CH2:42][CH2:41][N:40]6[C:44](=[O:54])[CH:45]([NH:49][C:50]([O:52][CH3:53])=[O:51])[CH:46]([CH3:48])[CH3:47])=[N:37][CH:38]=5)[CH:30]=4)[CH:25]=3)=[CH:20][CH:19]=2)=[CH:16][N:17]=1)=O)(C)(C)C.Cl.[CH3:56][O:57][C:58]([NH:60][CH:61]([C:65]1[CH:70]=[CH:69][CH:68]=[CH:67][N:66]=1)[C:62](O)=[O:63])=[O:59].CN(C(ON1N=NC2C=CC=NC1=2)=[N+](C)C)C.F[P-](F)(F)(F)(F)F.CCN(C(C)C)C(C)C.[Li+].[OH-], predict the reaction product. (4) Given the reactants [CH2:1]([N:3]1[CH2:8][C:7]([CH3:10])([CH3:9])[O:6][C:5](=[O:11])[CH:4]1[CH2:12][C:13]([OH:15])=O)[CH3:2].C(N(C(C)C)CC)(C)C.CN(C(ON1N=NC2C=CC=NC1=2)=[N+](C)C)C.F[P-](F)(F)(F)(F)F.[CH3:49][N:50]1[C:58]2[C:53](=[CH:54][C:55]([NH2:59])=[CH:56][CH:57]=2)[CH:52]=[CH:51]1, predict the reaction product. The product is: [CH2:1]([N:3]1[CH2:8][C:7]([CH3:9])([CH3:10])[O:6][C:5](=[O:11])[CH:4]1[CH2:12][C:13]([NH:59][C:55]1[CH:54]=[C:53]2[C:58](=[CH:57][CH:56]=1)[N:50]([CH3:49])[CH:51]=[CH:52]2)=[O:15])[CH3:2]. (5) Given the reactants [C:1]([Br:5])(Br)(Br)Br.OC[CH2:8][CH2:9][CH2:10][NH:11][C:12](=[O:18])[O:13][C:14]([CH3:17])([CH3:16])[CH3:15].C1(P(C2C=CC=CC=2)C2C=CC=CC=2)C=CC=CC=1, predict the reaction product. The product is: [Br:5][CH2:1][CH2:8][CH2:9][CH2:10][NH:11][C:12](=[O:18])[O:13][C:14]([CH3:17])([CH3:16])[CH3:15]. (6) Given the reactants Cl.[NH:2]1[CH2:7][CH2:6][C:5]2([C:15]3[C:10](=[CH:11][CH:12]=[CH:13][CH:14]=3)[C:9](=[O:16])[O:8]2)[CH2:4][CH2:3]1.[C:17]([C:25]1[CH:30]=[CH:29][C:28]([NH:31][C:32](=O)[O:33]C2C=CC=CC=2)=[CH:27][CH:26]=1)(=[O:24])[C:18]1[CH:23]=[CH:22][CH:21]=[CH:20][CH:19]=1.C(N(CC)CC)C.O, predict the reaction product. The product is: [C:17]([C:25]1[CH:30]=[CH:29][C:28]([NH:31][C:32]([N:2]2[CH2:7][CH2:6][C:5]3([C:15]4[C:10](=[CH:11][CH:12]=[CH:13][CH:14]=4)[C:9](=[O:16])[O:8]3)[CH2:4][CH2:3]2)=[O:33])=[CH:27][CH:26]=1)(=[O:24])[C:18]1[CH:19]=[CH:20][CH:21]=[CH:22][CH:23]=1. (7) Given the reactants C([N:8]1[CH2:13][CH2:12][C:11]2([C:21]3[C:20](=[O:22])[N:19]([CH2:23][C@H:24]([NH:31][C:32](=[O:38])[O:33][C:34]([CH3:37])([CH3:36])[CH3:35])[C:25]4[CH:30]=[CH:29][CH:28]=[CH:27][CH:26]=4)[C:18](=[O:39])[N:17]([CH2:40][C:41]4[C:46]([C:47]([F:50])([F:49])[F:48])=[CH:45][CH:44]=[CH:43][C:42]=4[F:51])[C:16]=3[CH2:15][O:14]2)[CH2:10][CH2:9]1)C1C=CC=CC=1.[H][H], predict the reaction product. The product is: [F:51][C:42]1[CH:43]=[CH:44][CH:45]=[C:46]([C:47]([F:48])([F:49])[F:50])[C:41]=1[CH2:40][N:17]1[C:16]2[CH2:15][O:14][C:11]3([CH2:10][CH2:9][NH:8][CH2:13][CH2:12]3)[C:21]=2[C:20](=[O:22])[N:19]([CH2:23][C@H:24]([NH:31][C:32](=[O:38])[O:33][C:34]([CH3:37])([CH3:36])[CH3:35])[C:25]2[CH:26]=[CH:27][CH:28]=[CH:29][CH:30]=2)[C:18]1=[O:39]. (8) Given the reactants [CH2:1]([O:3][C:4]([CH:6]([NH:15][C@H:16]([C:28]([OH:30])=[O:29])[CH2:17][CH2:18][CH2:19][CH2:20][NH:21][C:22](=[O:27])[C:23]([F:26])([F:25])[F:24])[CH2:7][CH2:8][C:9]1[CH:14]=[CH:13][CH:12]=[CH:11][CH:10]=1)=[O:5])[CH3:2].C(OCC)(=O)C.O.C(O)(=O)C(O)=O, predict the reaction product. The product is: [CH2:1]([O:3][C:4]([C@@H:6]([NH:15][C@H:16]([C:28]([OH:30])=[O:29])[CH2:17][CH2:18][CH2:19][CH2:20][NH:21][C:22](=[O:27])[C:23]([F:24])([F:25])[F:26])[CH2:7][CH2:8][C:9]1[CH:14]=[CH:13][CH:12]=[CH:11][CH:10]=1)=[O:5])[CH3:2].